Dataset: NCI-60 drug combinations with 297,098 pairs across 59 cell lines. Task: Regression. Given two drug SMILES strings and cell line genomic features, predict the synergy score measuring deviation from expected non-interaction effect. Drug 1: CC1=C(C=C(C=C1)NC2=NC=CC(=N2)N(C)C3=CC4=NN(C(=C4C=C3)C)C)S(=O)(=O)N.Cl. Drug 2: CCN(CC)CCCC(C)NC1=C2C=C(C=CC2=NC3=C1C=CC(=C3)Cl)OC. Cell line: UACC62. Synergy scores: CSS=17.1, Synergy_ZIP=4.20, Synergy_Bliss=8.60, Synergy_Loewe=6.45, Synergy_HSA=8.32.